This data is from Buchwald-Hartwig C-N cross coupling reaction yields with 55,370 reactions. The task is: Predict the reaction yield, written as a fraction of the theoretical maximum amount of product (1.0 means a 100% yield; for example, 0.34 means a 34% yield). (1) The reactants are FC(F)(F)c1ccc(I)cc1.Cc1ccc(N)cc1.O=S(=O)(O[Pd]1c2ccccc2-c2ccccc2N~1)C(F)(F)F.COc1ccc(OC)c(P([C@]23C[C@H]4C[C@H](C[C@H](C4)C2)C3)[C@]23C[C@H]4C[C@H](C[C@H](C4)C2)C3)c1-c1c(C(C)C)cc(C(C)C)cc1C(C)C.CCN=P(N=P(N(C)C)(N(C)C)N(C)C)(N(C)C)N(C)C.COC(=O)c1ccno1. No catalyst specified. The product is Cc1ccc(Nc2ccc(C(F)(F)F)cc2)cc1. The yield is 0.0542. (2) The reactants are FC(F)(F)c1ccc(Br)cc1.Cc1ccc(N)cc1.O=S(=O)(O[Pd]1c2ccccc2-c2ccccc2N~1)C(F)(F)F.COc1ccc(OC)c(P([C@]23C[C@H]4C[C@H](C[C@H](C4)C2)C3)[C@]23C[C@H]4C[C@H](C[C@H](C4)C2)C3)c1-c1c(C(C)C)cc(C(C)C)cc1C(C)C.CN(C)C(=NC(C)(C)C)N(C)C.c1ccc2nocc2c1. No catalyst specified. The product is Cc1ccc(Nc2ccc(C(F)(F)F)cc2)cc1. The yield is 0.0316. (3) The reactants are FC(F)(F)c1ccc(Cl)cc1.Cc1ccc(N)cc1.O=S(=O)(O[Pd]1c2ccccc2-c2ccccc2N~1)C(F)(F)F.COc1ccc(OC)c(P([C@]23C[C@H]4C[C@H](C[C@H](C4)C2)C3)[C@]23C[C@H]4C[C@H](C[C@H](C4)C2)C3)c1-c1c(C(C)C)cc(C(C)C)cc1C(C)C.CCN=P(N=P(N(C)C)(N(C)C)N(C)C)(N(C)C)N(C)C.Fc1cccc(F)c1-c1ccno1. No catalyst specified. The product is Cc1ccc(Nc2ccc(C(F)(F)F)cc2)cc1. The yield is 0.105. (4) The product is CCc1ccc(Nc2ccc(C)cc2)cc1. The reactants are CCc1ccc(Cl)cc1.Cc1ccc(N)cc1.O=S(=O)(O[Pd]1c2ccccc2-c2ccccc2N~1)C(F)(F)F.COc1ccc(OC)c(P(C(C)(C)C)C(C)(C)C)c1-c1c(C(C)C)cc(C(C)C)cc1C(C)C.CN1CCCN2CCCN=C12.Cc1ccon1. No catalyst specified. The yield is 0.0423. (5) The product is COc1ccc(Nc2ccc(C)cc2)cc1. The reactants are COc1ccc(Br)cc1.Cc1ccc(N)cc1.O=S(=O)(O[Pd]1c2ccccc2-c2ccccc2N~1)C(F)(F)F.CC(C)c1cc(C(C)C)c(-c2ccccc2P(C2CCCCC2)C2CCCCC2)c(C(C)C)c1.CN1CCCN2CCCN=C12.c1ccc(CN(Cc2ccccc2)c2ccno2)cc1. The yield is 0. No catalyst specified. (6) The reactants are Ic1ccccn1.Cc1ccc(N)cc1.O=S(=O)(O[Pd]1c2ccccc2-c2ccccc2N~1)C(F)(F)F.CC(C)c1cc(C(C)C)c(-c2ccccc2P(C2CCCCC2)C2CCCCC2)c(C(C)C)c1.CN1CCCN2CCCN=C12.COC(=O)c1ccno1. No catalyst specified. The product is Cc1ccc(Nc2ccccn2)cc1. The yield is 0.234. (7) The reactants are CCc1ccc(Br)cc1.Cc1ccc(N)cc1.O=S(=O)(O[Pd]1c2ccccc2-c2ccccc2N~1)C(F)(F)F.COc1ccc(OC)c(P(C(C)(C)C)C(C)(C)C)c1-c1c(C(C)C)cc(C(C)C)cc1C(C)C.CN(C)C(=NC(C)(C)C)N(C)C.c1ccc(CN(Cc2ccccc2)c2ccno2)cc1. No catalyst specified. The product is CCc1ccc(Nc2ccc(C)cc2)cc1. The yield is 0.406. (8) The reactants are Ic1cccnc1.Cc1ccc(N)cc1.O=S(=O)(O[Pd]1c2ccccc2-c2ccccc2N~1)C(F)(F)F.COc1ccc(OC)c(P(C(C)(C)C)C(C)(C)C)c1-c1c(C(C)C)cc(C(C)C)cc1C(C)C.CCN=P(N=P(N(C)C)(N(C)C)N(C)C)(N(C)C)N(C)C.Cc1cc(-c2ccccc2)on1. No catalyst specified. The product is Cc1ccc(Nc2cccnc2)cc1. The yield is 0.560. (9) The reactants are Clc1cccnc1.Cc1ccc(N)cc1.O=S(=O)(O[Pd]1c2ccccc2-c2ccccc2N~1)C(F)(F)F.COc1ccc(OC)c(P(C(C)(C)C)C(C)(C)C)c1-c1c(C(C)C)cc(C(C)C)cc1C(C)C.CCN=P(N=P(N(C)C)(N(C)C)N(C)C)(N(C)C)N(C)C.CCOC(=O)c1ccon1. No catalyst specified. The product is Cc1ccc(Nc2cccnc2)cc1. The yield is 0.